Task: Predict the product of the given reaction.. Dataset: Forward reaction prediction with 1.9M reactions from USPTO patents (1976-2016) (1) Given the reactants [NH2:1][C:2]1[CH:3]=[CH:4][C:5]([C:8]2[NH:13][N:12]=[C:11]([C:14]3[CH:19]=[CH:18][CH:17]=[CH:16][N:15]=3)[NH:10][N:9]=2)=[N:6][CH:7]=1.ClC1C(=O)C(C#N)=C(C#N)C(=O)C=1Cl, predict the reaction product. The product is: [NH2:1][C:2]1[CH:3]=[CH:4][C:5]([C:8]2[N:9]=[N:10][C:11]([C:14]3[CH:19]=[CH:18][CH:17]=[CH:16][N:15]=3)=[N:12][N:13]=2)=[N:6][CH:7]=1. (2) Given the reactants [Cl:1][C:2]1[CH:3]=[C:4]([C:8]([C@@H:16]2[CH2:21][CH2:20][CH2:19][N:18]([C:22](=[O:42])[CH2:23][C@@H:24]([CH2:35][CH:36]3[CH2:41][CH2:40][CH2:39][CH2:38][CH2:37]3)[CH2:25][N:26](C)[C:27](=O)OC(C)(C)C)[CH2:17]2)([OH:15])[CH2:9][CH2:10][CH2:11][CH2:12][O:13][CH3:14])[CH:5]=[CH:6][CH:7]=1.C(O)(C(F)(F)F)=O, predict the reaction product. The product is: [Cl:1][C:2]1[CH:3]=[C:4]([C:8]([C@@H:16]2[CH2:21][CH2:20][CH2:19][N:18]([C:22](=[O:42])[CH2:23][C@H:24]([CH2:25][NH:26][CH3:27])[CH2:35][CH:36]3[CH2:41][CH2:40][CH2:39][CH2:38][CH2:37]3)[CH2:17]2)([OH:15])[CH2:9][CH2:10][CH2:11][CH2:12][O:13][CH3:14])[CH:5]=[CH:6][CH:7]=1. (3) Given the reactants Br[C:2]1[N:7]=[N:6][C:5]([C:8]2[CH:17]=[CH:16][C:15]3[C:10](=[CH:11][CH:12]=[CH:13][CH:14]=3)[CH:9]=2)=[C:4]([C:18]2[CH:23]=[CH:22][N:21]=[CH:20][C:19]=2[F:24])[CH:3]=1.[CH:25]1(B(O)O)[CH2:27][CH2:26]1.C(Cl)Cl.C(=O)([O-])[O-].[K+].[K+], predict the reaction product. The product is: [CH:25]1([C:2]2[N:7]=[N:6][C:5]([C:8]3[CH:17]=[CH:16][C:15]4[C:10](=[CH:11][CH:12]=[CH:13][CH:14]=4)[CH:9]=3)=[C:4]([C:18]3[CH:23]=[CH:22][N:21]=[CH:20][C:19]=3[F:24])[CH:3]=2)[CH2:27][CH2:26]1. (4) The product is: [Br:20][CH2:14][C:15]1[C:10]2[C:1](=[CH:2][CH:3]=[CH:4][CH:5]=2)[CH:18]=[CH:17][CH:16]=1. Given the reactants [CH:1]1[C:10]2[C:5](=CC=CC=2)[CH:4]=[CH:3][C:2]=1CO.N1[CH:18]=[CH:17][CH:16]=[CH:15][CH:14]=1.P(Br)(Br)[Br:20], predict the reaction product. (5) Given the reactants Cl[C:2]1[CH:7]=[CH:6][C:5]([I:8])=[CH:4][N:3]=1.[CH3:9][N:10]([CH3:14])[CH2:11][CH2:12][NH2:13], predict the reaction product. The product is: [CH3:9][N:10]([CH3:14])[CH2:11][CH2:12][NH:13][C:2]1[CH:7]=[CH:6][C:5]([I:8])=[CH:4][N:3]=1. (6) Given the reactants [CH2:1]([O:3][C:4]([C:6]1[CH:7]=[C:8]2[C:13](=[CH:14][CH:15]=1)[N:12]=[C:11]([CH3:16])[N:10]([C:17]1[CH:22]=[CH:21][C:20]([O:23][CH2:24][CH2:25][CH2:26][N:27]3[CH2:31][CH2:30][CH2:29][CH2:28]3)=[CH:19][C:18]=1[O:32][CH2:33][CH2:34][F:35])[C:9]2=[O:36])=[O:5])C.C[O-].[Na+], predict the reaction product. The product is: [F:35][CH2:34][CH2:33][O:32][C:18]1[CH:19]=[C:20]([O:23][CH2:24][CH2:25][CH2:26][N:27]2[CH2:31][CH2:30][CH2:29][CH2:28]2)[CH:21]=[CH:22][C:17]=1[N:10]1[C:9](=[O:36])[C:8]2[C:13](=[CH:14][CH:15]=[C:6]([C:4]([O:3][CH3:1])=[O:5])[CH:7]=2)[N:12]=[C:11]1[CH3:16]. (7) Given the reactants [H-].[Na+].[Cl:3][C:4]1[CH:9]=[CH:8][CH:7]=[C:6]([Cl:10])[C:5]=1[C:11]1[C:15]([CH2:16][O:17][C:18]2[CH:19]=[C:20]3[C:24](=[CH:25][CH:26]=2)[NH:23][CH:22]=[CH:21]3)=[C:14]([CH:27]([CH3:29])[CH3:28])[O:13][N:12]=1.N1([C:35]([N:37]2[CH2:41][CH2:40][C@H:39]([C:42]([O:44][CH3:45])=[O:43])[CH2:38]2)=[O:36])C=CN=C1, predict the reaction product. The product is: [Cl:3][C:4]1[CH:9]=[CH:8][CH:7]=[C:6]([Cl:10])[C:5]=1[C:11]1[C:15]([CH2:16][O:17][C:18]2[CH:19]=[C:20]3[C:24](=[CH:25][CH:26]=2)[N:23]([C:35]([N:37]2[CH2:41][CH2:40][C@H:39]([C:42]([O:44][CH3:45])=[O:43])[CH2:38]2)=[O:36])[CH:22]=[CH:21]3)=[C:14]([CH:27]([CH3:29])[CH3:28])[O:13][N:12]=1. (8) Given the reactants FC1C=C(C[C@H](C2C([C:34]3[CH:35]=[CH:36][C:37]([F:43])=[C:38]([CH:42]=3)[C:39]([NH2:41])=[O:40])=CN=C(NCCOC)N=2)NC(=O)CN2C3CCCCC=3C(C(F)(F)F)=N2)C=C(F)C=1.Br[C:50]1[C:51]([C@@H:63]([NH:73][C:74](=[O:92])[CH2:75][N:76]2[C:84]3[C:83]([F:86])([F:85])[CH2:82][CH2:81][C:80]([F:88])([F:87])[C:79]=3[C:78]([CH:89]([F:91])[F:90])=[N:77]2)[CH2:64][C:65]2[CH:70]=[C:69]([F:71])[CH:68]=[C:67]([F:72])[CH:66]=2)=[N:52][C:53]([N:56]2[CH2:62][C:58]3([CH2:61][O:60][CH2:59]3)[CH2:57]2)=[N:54][CH:55]=1, predict the reaction product. The product is: [F:90][CH:89]([F:91])[C:78]1[C:79]2[C:80]([F:88])([F:87])[CH2:81][CH2:82][C:83]([F:86])([F:85])[C:84]=2[N:76]([CH2:75][C:74]([NH:73][C@H:63]([C:51]2[C:50]([C:34]3[CH:35]=[CH:36][C:37]([F:43])=[C:38]([CH:42]=3)[C:39]([NH2:41])=[O:40])=[CH:55][N:54]=[C:53]([N:56]3[CH2:57][C:58]4([CH2:61][O:60][CH2:59]4)[CH2:62]3)[N:52]=2)[CH2:64][C:65]2[CH:70]=[C:69]([F:71])[CH:68]=[C:67]([F:72])[CH:66]=2)=[O:92])[N:77]=1. (9) The product is: [F:11][C:3]1[CH:4]=[C:5]([N+:8]([O-:10])=[O:9])[CH:6]=[CH:7][C:2]=1[N:12]1[CH2:17][CH2:16][NH:15][CH2:14][CH2:13]1. Given the reactants F[C:2]1[CH:7]=[CH:6][C:5]([N+:8]([O-:10])=[O:9])=[CH:4][C:3]=1[F:11].[NH:12]1[CH2:17][CH2:16][NH:15][CH2:14][CH2:13]1.C(OCC)(=O)C, predict the reaction product.